The task is: Predict which catalyst facilitates the given reaction.. This data is from Catalyst prediction with 721,799 reactions and 888 catalyst types from USPTO. Reactant: [F:1][C:2]1[CH:10]=[C:9]([N+:11]([O-:13])=[O:12])[CH:8]=[CH:7][C:3]=1[C:4]([NH2:6])=O.O=P12OP3(OP(OP(O3)(O1)=O)(=O)O2)=O.C[Si](C)(C)O[Si](C)(C)C. Product: [F:1][C:2]1[CH:10]=[C:9]([N+:11]([O-:13])=[O:12])[CH:8]=[CH:7][C:3]=1[C:4]#[N:6]. The catalyst class is: 26.